Task: Regression/Classification. Given a drug SMILES string, predict its toxicity properties. Task type varies by dataset: regression for continuous values (e.g., LD50, hERG inhibition percentage) or binary classification for toxic/non-toxic outcomes (e.g., AMES mutagenicity, cardiotoxicity, hepatotoxicity). Dataset: herg_karim.. Dataset: hERG potassium channel inhibition data for cardiac toxicity prediction from Karim et al. (1) The drug is NC1=NC2(CO1)c1cc(-c3cncnc3)ccc1OC(CC1CC1)C21COC1. The result is 0 (non-blocker). (2) The compound is CNc1nc(-c2ccccc2Cl)c2c(n1)N(c1c(Cl)cccc1Cl)C(=O)NC2. The result is 1 (blocker).